From a dataset of Catalyst prediction with 721,799 reactions and 888 catalyst types from USPTO. Predict which catalyst facilitates the given reaction. (1) Product: [CH3:19][O:20][C:21](=[O:37])[CH2:22][CH2:23][CH2:24][C:25]#[C:26][CH2:27][N:28]1[CH:29](/[CH:35]=[CH:5]/[C:4](=[O:3])[CH2:12][C:13]2[CH:14]=[CH:15][CH:16]=[CH:17][CH:18]=2)[CH2:30][CH2:31][CH2:32][C:33]1=[O:34]. The catalyst class is: 1. Reactant: [H-].[Na+].[O:3]=[C:4]([CH2:12][C:13]1[CH:18]=[CH:17][CH:16]=[CH:15][CH:14]=1)[CH2:5]P(=O)(OC)OC.[CH3:19][O:20][C:21](=[O:37])[CH2:22][CH2:23][CH2:24][C:25]#[C:26][CH2:27][N:28]1[C:33](=[O:34])[CH2:32][CH2:31][CH2:30][CH:29]1[CH:35]=O. (2) Reactant: [CH3:1][NH:2][CH2:3][CH2:4][NH:5][C:6]([C:8]1[C:13]([NH2:14])=[N:12][C:11]([NH2:15])=[C:10]([Cl:16])[N:9]=1)=[O:7].[C:17]([NH:24][CH2:25][CH2:26][CH2:27][CH2:28]Br)([O:19][C:20]([CH3:23])([CH3:22])[CH3:21])=[O:18].C(=O)([O-])[O-].[Na+].[Na+]. Product: [C:20]([O:19][C:17](=[O:18])[NH:24][CH2:25][CH2:26][CH2:27][CH2:28][N:2]([CH2:3][CH2:4][NH:5][C:6]([C:8]1[C:13]([NH2:14])=[N:12][C:11]([NH2:15])=[C:10]([Cl:16])[N:9]=1)=[O:7])[CH3:1])([CH3:23])([CH3:22])[CH3:21]. The catalyst class is: 3. (3) Reactant: [CH3:1][O:2][C:3]1[CH:4]=[C:5]([C:11]2[N:16]=[C:15]([C:17]([N:19]3[CH2:24][CH2:23][N:22]([C:25]4[CH:30]=[CH:29][C:28]([OH:31])=[CH:27][CH:26]=4)[CH2:21][CH2:20]3)=[O:18])[CH:14]=[CH:13][CH:12]=2)[CH:6]=[CH:7][C:8]=1[O:9][CH3:10].[O:32]1[CH2:36][CH2:35]OC1=O.C(=O)([O-])[O-].[K+].[K+].Cl.C(=O)([O-])O.[Na+]. Product: [CH3:1][O:2][C:3]1[CH:4]=[C:5]([C:11]2[N:16]=[C:15]([C:17]([N:19]3[CH2:20][CH2:21][N:22]([C:25]4[CH:26]=[CH:27][C:28]([O:31][CH2:35][CH2:36][OH:32])=[CH:29][CH:30]=4)[CH2:23][CH2:24]3)=[O:18])[CH:14]=[CH:13][CH:12]=2)[CH:6]=[CH:7][C:8]=1[O:9][CH3:10]. The catalyst class is: 6. (4) The catalyst class is: 4. Product: [F:42][CH2:43][CH:44]1[CH2:49][CH2:48][N:47]([C:50]([N:6]2[CH2:7][C:8]3[CH:13]=[C:12]([C:14]4[CH:15]=[CH:16][C:17]5[N:21]=[C:20]([NH:22][C:23](=[O:26])[O:24][CH3:25])[NH:19][C:18]=5[CH:27]=4)[CH:11]=[CH:10][C:9]=3[O:3][CH2:4][CH2:5]2)=[O:51])[CH2:46][CH2:45]1. Reactant: Cl.Cl.[O:3]1[C:9]2[CH:10]=[CH:11][C:12]([C:14]3[CH:15]=[CH:16][C:17]4[N:21]=[C:20]([NH:22][C:23](=[O:26])[O:24][CH3:25])[NH:19][C:18]=4[CH:27]=3)=[CH:13][C:8]=2[CH2:7][NH:6][CH2:5][CH2:4]1.CN(C=O)C.CCN(C(C)C)C(C)C.[F:42][CH2:43][CH:44]1[CH2:49][CH2:48][N:47]([C:50](Cl)=[O:51])[CH2:46][CH2:45]1.